From a dataset of Peptide-MHC class I binding affinity with 185,985 pairs from IEDB/IMGT. Regression. Given a peptide amino acid sequence and an MHC pseudo amino acid sequence, predict their binding affinity value. This is MHC class I binding data. (1) The peptide sequence is ASTNRQSGR. The MHC is Patr-A0301 with pseudo-sequence Patr-A0301. The binding affinity (normalized) is 0.375. (2) The peptide sequence is QPYPQPQPQY. The MHC is HLA-B07:02 with pseudo-sequence HLA-B07:02. The binding affinity (normalized) is 0.